This data is from Forward reaction prediction with 1.9M reactions from USPTO patents (1976-2016). The task is: Predict the product of the given reaction. (1) Given the reactants [CH3:1]C([O-])(C)C.[K+].C1COCC1.[CH3:12][O:13][C:14]1[CH:15]=[C:16]([C:22]([C@@H:24]2[C@:33]3([CH3:34])[C@H:28]([C:29]([CH3:36])([CH3:35])[CH2:30][CH2:31][CH2:32]3)[CH2:27][C:26](=O)[C@H:25]2[CH3:38])=[O:23])[CH:17]=[C:18]([O:20][CH3:21])[CH:19]=1.C([O-])(O)=O.[Na+], predict the reaction product. The product is: [CH3:38][C@@H:25]1[C:26](=[CH2:1])[CH2:27][C@@H:28]2[C@:33]([CH3:34])([CH2:32][CH2:31][CH2:30][C:29]2([CH3:36])[CH3:35])[C@H:24]1[C:22]([C:16]1[CH:15]=[C:14]([O:13][CH3:12])[CH:19]=[C:18]([O:20][CH3:21])[CH:17]=1)=[O:23]. (2) Given the reactants [CH2:1]([NH:4][C:5]1[CH:6]=[C:7]([CH:35]=[C:36]([O:38][CH3:39])[N:37]=1)[C:8]([NH:10][C@@H:11]([CH2:24][C:25]1[CH:30]=[CH:29][CH:28]=[C:27]([O:31][CH2:32][CH:33]=C)[CH:26]=1)[C@@H:12]([OH:23])[CH2:13][C@H:14]([C:16](=[O:22])[NH:17][CH2:18][CH2:19][CH2:20][CH3:21])[CH3:15])=[O:9])[CH:2]=C, predict the reaction product. The product is: [CH2:18]([NH:17][C:16](=[O:22])[C@H:14]([CH3:15])[CH2:13][C@H:12]([OH:23])[C@@H:11]1[CH2:24][C:25]2=[CH:26][C:27](=[CH:28][CH:29]=[CH:30]2)[O:31][CH2:32][CH2:33][CH2:2][CH2:1][NH:4][C:5]2[CH:6]=[C:7]([CH:35]=[C:36]([O:38][CH3:39])[N:37]=2)[C:8](=[O:9])[NH:10]1)[CH2:19][CH2:20][CH3:21].